From a dataset of Full USPTO retrosynthesis dataset with 1.9M reactions from patents (1976-2016). Predict the reactants needed to synthesize the given product. (1) The reactants are: Br[C:2]1[C:3]([F:17])=[C:4]2[O:8][C:7]([CH:9]3[CH2:11][CH2:10]3)=[N:6][C:5]2=[C:12]([C:15]#[N:16])[C:13]=1[CH3:14].[F:18][C:19]1[CH:20]=[C:21](B(O)O)[CH:22]=[C:23]([F:25])[CH:24]=1.P([O-])([O-])([O-])=O.[K+].[K+].[K+].[Cl-].[NH4+]. Given the product [CH:9]1([C:7]2[O:8][C:4]3[C:5](=[C:12]([C:15]#[N:16])[C:13]([CH3:14])=[C:2]([C:21]4[CH:20]=[C:19]([F:18])[CH:24]=[C:23]([F:25])[CH:22]=4)[C:3]=3[F:17])[N:6]=2)[CH2:11][CH2:10]1, predict the reactants needed to synthesize it. (2) Given the product [Cl:26][C:22]1[CH:23]=[C:24]2[C:19](=[CH:20][C:21]=1[O:27][CH2:28][CH:29]1[CH2:30][CH2:31]1)[NH:18][C:17](=[O:32])[C:16]([C@@H:14]([NH:13][C:2]1[N:7]=[C:6]([O:8][CH3:9])[C:5]([C:10]#[N:11])=[CH:4][N:3]=1)[CH3:15])=[CH:25]2, predict the reactants needed to synthesize it. The reactants are: Cl[C:2]1[N:7]=[C:6]([O:8][CH3:9])[C:5]([C:10]#[N:11])=[CH:4][N:3]=1.Cl.[NH2:13][C@H:14]([C:16]1[C:17](=[O:32])[NH:18][C:19]2[C:24]([CH:25]=1)=[CH:23][C:22]([Cl:26])=[C:21]([O:27][CH2:28][CH:29]1[CH2:31][CH2:30]1)[CH:20]=2)[CH3:15].CCN(C(C)C)C(C)C.O. (3) Given the product [CH3:22][O:21][C:15]1[CH:14]=[C:13]([CH:18]=[CH:17][C:16]=1[O:19][CH3:20])[CH2:12][NH:11][C:9]1[N:8]2[N:23]=[C:24]([C:26]3[O:27][CH:28]=[CH:29][CH:30]=3)[N:25]=[C:7]2[CH:6]=[C:5]([CH:2]=[O:1])[N:10]=1, predict the reactants needed to synthesize it. The reactants are: [OH:1][CH:2]([C:5]1[N:10]=[C:9]([NH:11][CH2:12][C:13]2[CH:18]=[CH:17][C:16]([O:19][CH3:20])=[C:15]([O:21][CH3:22])[CH:14]=2)[N:8]2[N:23]=[C:24]([C:26]3[O:27][CH:28]=[CH:29][CH:30]=3)[N:25]=[C:7]2[CH:6]=1)CO.O.I([O-])(=O)(=O)=O.[Na+]. (4) Given the product [Br:16][C:17]1[CH:18]=[C:19]([NH:1][C:2]2[CH:7]=[C:6]([CH3:8])[CH:5]=[C:4]([CH3:9])[N:3]=2)[C:20]([C:23]#[N:24])=[N:21][CH:22]=1, predict the reactants needed to synthesize it. The reactants are: [NH2:1][C:2]1[CH:7]=[C:6]([CH3:8])[CH:5]=[C:4]([CH3:9])[N:3]=1.CC(C)([O-])C.[K+].[Br:16][C:17]1[CH:18]=[C:19](F)[C:20]([C:23]#[N:24])=[N:21][CH:22]=1.Cl. (5) Given the product [F:28][C:25]1[CH:26]=[CH:27][C:22]([C@@H:20]([OH:21])[CH2:19][CH2:18][C@@H:8]2[C@@H:7]([C:5]3[S:6][C:2]([C:33]4[CH:34]=[CH:35][C:30]([OH:29])=[CH:31][CH:32]=4)=[CH:3][CH:4]=3)[N:10]([C:11]3[CH:16]=[CH:15][CH:14]=[CH:13][CH:12]=3)[C:9]2=[O:17])=[CH:23][CH:24]=1, predict the reactants needed to synthesize it. The reactants are: Br[C:2]1[S:6][C:5]([C@H:7]2[N:10]([C:11]3[CH:16]=[CH:15][CH:14]=[CH:13][CH:12]=3)[C:9](=[O:17])[C@@H:8]2[CH2:18][CH2:19][C@@H:20]([C:22]2[CH:27]=[CH:26][C:25]([F:28])=[CH:24][CH:23]=2)[OH:21])=[CH:4][CH:3]=1.[OH:29][C:30]1[CH:35]=[CH:34][C:33](B(O)O)=[CH:32][CH:31]=1. (6) The reactants are: [C:1]([C:3]1[CH:4]=[C:5]([NH:10][C:11]2[N:19]=[CH:18][CH:17]=[CH:16][C:12]=2[C:13]([OH:15])=O)[CH:6]=[CH:7][C:8]=1[F:9])#[N:2].Cl.[NH2:21][C:22]([CH3:27])([CH2:25][CH3:26])[C:23]#[CH:24].C1C=CC2N(O)N=NC=2C=1.CCN=C=NCCCN(C)C.CCN(C(C)C)C(C)C. Given the product [C:1]([C:3]1[CH:4]=[C:5]([NH:10][C:11]2[N:19]=[CH:18][CH:17]=[CH:16][C:12]=2[C:13]([NH:21][C:22]([CH3:27])([CH2:25][CH3:26])[C:23]#[CH:24])=[O:15])[CH:6]=[CH:7][C:8]=1[F:9])#[N:2], predict the reactants needed to synthesize it. (7) Given the product [NH2:33][C:32]1[C:31]([C:26]2[CH2:30][CH2:29][CH2:28][CH:27]=2)=[CH:22][C:3]2[C:2](=[CH:7][CH:6]=[C:5]([C:8]3[C:9]([CH3:21])=[CH:10][CH:11]=[CH:12][C:13]=3[C:14]([N:16]3[CH2:20][CH2:19][CH2:18][CH2:17]3)=[O:15])[CH:4]=2)[N:1]=1, predict the reactants needed to synthesize it. The reactants are: [NH2:1][C:2]1[CH:7]=[CH:6][C:5]([C:8]2[C:13]([C:14]([N:16]3[CH2:20][CH2:19][CH2:18][CH2:17]3)=[O:15])=[CH:12][CH:11]=[CH:10][C:9]=2[CH3:21])=[CH:4][C:3]=1[CH:22]=O.[OH-].[K+].[C:26]1([CH2:31][C:32]#[N:33])[CH2:30][CH2:29][CH2:28][CH:27]=1.